From a dataset of Reaction yield outcomes from USPTO patents with 853,638 reactions. Predict the reaction yield, written as a fraction of the theoretical maximum amount of product (1.0 means a 100% yield; for example, 0.34 means a 34% yield). (1) The reactants are CN(C)C=O.[C:6]([O:10][C:11]([C@H:13]1[CH2:15][C@H:14]1[CH:16]1[CH2:20][CH2:19][NH:18][C:17]1=[O:21])=[O:12])([CH3:9])([CH3:8])[CH3:7].[H-].[Na+].[CH2:24](Cl)[C:25]1[CH:30]=[CH:29][CH:28]=[CH:27][CH:26]=1. The catalyst is O. The product is [CH2:24]([N:18]1[CH2:19][CH2:20][CH:16]([CH:14]2[CH2:15][CH:13]2[C:11]([O:10][C:6]([CH3:9])([CH3:7])[CH3:8])=[O:12])[C:17]1=[O:21])[C:25]1[CH:30]=[CH:29][CH:28]=[CH:27][CH:26]=1. The yield is 0.350. (2) The reactants are [Cl:1][C:2]1[CH:3]=[C:4]([NH:11][C:12]2[CH:17]=[CH:16][C:15]([O:18][CH3:19])=[C:14]([O:20][CH3:21])[N:13]=2)[C:5]2[N:6]([N:8]=[CH:9][N:10]=2)[CH:7]=1.[CH3:22][N:23]([CH3:44])[CH2:24][CH2:25][NH:26][C:27](=[O:43])[C:28]1[CH:33]=[CH:32][C:31](B2OC(C)(C)C(C)(C)O2)=[CH:30][CH:29]=1.CC(C1C=C(C(C)C)C(C2C=CC=CC=2P(C2CCCCC2)C2CCCCC2)=C(C(C)C)C=1)C.C([O-])([O-])=O.[Na+].[Na+]. The catalyst is C1C=CC(/C=C/C(/C=C/C2C=CC=CC=2)=O)=CC=1.C1C=CC(/C=C/C(/C=C/C2C=CC=CC=2)=O)=CC=1.C1C=CC(/C=C/C(/C=C/C2C=CC=CC=2)=O)=CC=1.[Pd].[Pd].O.O1CCOCC1. The product is [ClH:1].[CH3:19][O:18][C:15]1[CH:16]=[CH:17][C:12]([NH:11][C:4]2[C:5]3[N:6]([N:8]=[CH:9][N:10]=3)[CH:7]=[C:2]([C:31]3[CH:32]=[CH:33][C:28]([C:27]([NH:26][CH2:25][CH2:24][N:23]([CH3:22])[CH3:44])=[O:43])=[CH:29][CH:30]=3)[CH:3]=2)=[N:13][C:14]=1[O:20][CH3:21]. The yield is 0.210. (3) The reactants are [C-]1C2C(=CC=CC=2)C=CC=1.[Li+].[NH2:12][C:13]1[CH:14]=[CH:15][C:16]([O:21][C:22]2(SC3C=CC=CC=3)[CH2:24][CH2:23]2)=[C:17]([CH2:19][OH:20])[CH:18]=1.O. The catalyst is O1CCCC1. The product is [NH2:12][C:13]1[CH:14]=[CH:15][C:16]([O:21][CH:22]2[CH2:23][CH2:24]2)=[C:17]([CH2:19][OH:20])[CH:18]=1. The yield is 0.770. (4) The reactants are [CH2:1]([N:8]([CH2:21][C:22]1[CH:27]=[CH:26][CH:25]=[CH:24][CH:23]=1)[CH:9]([CH3:20])[CH:10]([C:12]1([C:15]([O:17][CH2:18][CH3:19])=[O:16])[CH2:14][CH2:13]1)[OH:11])[C:2]1[CH:7]=[CH:6][CH:5]=[CH:4][CH:3]=1.FC(F)(F)S(O[Si:34]([C:37]([CH3:40])([CH3:39])[CH3:38])([CH3:36])[CH3:35])(=O)=O.CC1C=CC=C(C)N=1.O. The catalyst is C1COCC1. The product is [Si:34]([O:11][CH:10]([C:12]1([C:15]([O:17][CH2:18][CH3:19])=[O:16])[CH2:13][CH2:14]1)[CH:9]([N:8]([CH2:1][C:2]1[CH:3]=[CH:4][CH:5]=[CH:6][CH:7]=1)[CH2:21][C:22]1[CH:23]=[CH:24][CH:25]=[CH:26][CH:27]=1)[CH3:20])([C:37]([CH3:40])([CH3:39])[CH3:38])([CH3:36])[CH3:35]. The yield is 0.760. (5) The reactants are [Br:1][C:2]1[CH:18]=[CH:17][C:5]([O:6][CH:7]2[CH2:16][CH2:15][C:10]3(OCC[O:11]3)[CH2:9][CH2:8]2)=[CH:4][CH:3]=1.Cl.C([O-])(O)=O.[Na+]. The catalyst is C1COCC1. The product is [Br:1][C:2]1[CH:3]=[CH:4][C:5]([O:6][CH:7]2[CH2:8][CH2:9][C:10](=[O:11])[CH2:15][CH2:16]2)=[CH:17][CH:18]=1. The yield is 0.630. (6) The reactants are [CH:1]12[O:8][CH:7]1[CH2:6][CH:5]([C:9]1[N:13]([CH3:14])[N:12]=[CH:11][C:10]=1[N+:15]([O-:17])=[O:16])[O:4][CH2:3][CH2:2]2.CO.[Cl-].[NH4+].[N-:22]=[N+:23]=[N-:24].[Na+]. The yield is 0.580. The product is [N:22]([CH:1]1[CH2:2][CH2:3][O:4][CH:5]([C:9]2[N:13]([CH3:14])[N:12]=[CH:11][C:10]=2[N+:15]([O-:17])=[O:16])[CH2:6][CH:7]1[OH:8])=[N+:23]=[N-:24]. The catalyst is O. (7) The product is [CH3:8][C@H:9]1[N:13]([S:41]([C:35]2[CH:40]=[CH:39][CH:38]=[CH:37][CH:36]=2)(=[O:43])=[O:42])[CH2:12][C@@H:11]([CH2:14][N:15]2[C:23]3[C:18](=[CH:19][C:20]([C:24]4[CH:25]=[N:26][N:27]([CH:29]5[CH2:34][CH2:33][CH2:32][CH2:31][O:30]5)[CH:28]=4)=[CH:21][CH:22]=3)[CH:17]=[CH:16]2)[CH2:10]1. The reactants are C(N(CC)CC)C.[CH3:8][C@H:9]1[NH:13][CH2:12][C@@H:11]([CH2:14][N:15]2[C:23]3[C:18](=[CH:19][C:20]([C:24]4[CH:25]=[N:26][N:27]([CH:29]5[CH2:34][CH2:33][CH2:32][CH2:31][O:30]5)[CH:28]=4)=[CH:21][CH:22]=3)[CH:17]=[CH:16]2)[CH2:10]1.[C:35]1([S:41](Cl)(=[O:43])=[O:42])[CH:40]=[CH:39][CH:38]=[CH:37][CH:36]=1.C(=O)(O)[O-].[Na+]. The catalyst is ClCCl. The yield is 0.720. (8) The reactants are [Cl:1][C:2]1[CH:3]=[C:4]([C@@H:12]([CH2:29][CH:30]2[CH2:34][CH2:33][CH2:32][CH2:31]2)[C:13]([NH:15][C:16]2[CH:21]=[N:20][C:19]([C@H:22]3[CH2:26][O:25]C(C)(C)[O:23]3)=[CH:18][N:17]=2)=[O:14])[CH:5]=[CH:6][C:7]=1[S:8]([CH3:11])(=[O:10])=[O:9].Cl. The catalyst is O1CCCC1. The product is [Cl:1][C:2]1[CH:3]=[C:4]([C@@H:12]([CH2:29][CH:30]2[CH2:34][CH2:33][CH2:32][CH2:31]2)[C:13]([NH:15][C:16]2[CH:21]=[N:20][C:19]([C@H:22]([OH:23])[CH2:26][OH:25])=[CH:18][N:17]=2)=[O:14])[CH:5]=[CH:6][C:7]=1[S:8]([CH3:11])(=[O:10])=[O:9]. The yield is 0.880. (9) The reactants are C[O:2][C:3]([C:5]1[CH:10]=[CH:9][C:8]([N:11]2[CH2:14][C:13]([F:16])([F:15])[CH2:12]2)=[C:7](Cl)[N:6]=1)=[O:4].C(=O)([O-])[O-].[Cs+].[Cs+].[Cl:24][C:25]1[CH:26]=[C:27](B(O)O)[CH:28]=[CH:29][CH:30]=1. The catalyst is O.CN(C=O)C.C(Cl)Cl.[Pd](Cl)Cl.C1(P(C2C=CC=CC=2)[C-]2C=CC=C2)C=CC=CC=1.[C-]1(P(C2C=CC=CC=2)C2C=CC=CC=2)C=CC=C1.[Fe+2]. The product is [Cl:24][C:25]1[CH:30]=[C:29]([C:7]2[N:6]=[C:5]([C:3]([OH:2])=[O:4])[CH:10]=[CH:9][C:8]=2[N:11]2[CH2:14][C:13]([F:16])([F:15])[CH2:12]2)[CH:28]=[CH:27][CH:26]=1. The yield is 0.300.